From a dataset of Forward reaction prediction with 1.9M reactions from USPTO patents (1976-2016). Predict the product of the given reaction. (1) Given the reactants [CH2:1]([C:3]1[CH:8]=[C:7]([CH3:9])[CH:6]=[C:5]([CH2:10][CH3:11])[C:4]=1[C:12]1[C:13](=[O:24])[N:14]([CH3:23])[N:15]=[C:16]([CH3:22])[C:17]=1S(C)(=O)=O)[CH3:2].[CH2:25]([OH:27])[CH3:26].[O-]CC.[Na+], predict the reaction product. The product is: [CH2:25]([O:27][C:17]1[C:16]([CH3:22])=[N:15][N:14]([CH3:23])[C:13](=[O:24])[C:12]=1[C:4]1[C:3]([CH2:1][CH3:2])=[CH:8][C:7]([CH3:9])=[CH:6][C:5]=1[CH2:10][CH3:11])[CH3:26]. (2) Given the reactants [NH2:1][C:2]1[S:6][C:5]([C:7]([O:9][CH3:10])=[O:8])=[C:4]([CH3:11])[C:3]=1[C:12]1[S:13][CH:14]=[C:15]([CH3:17])[N:16]=1.[CH:18]12[CH2:25][CH2:24][CH:21]([CH2:22][CH2:23]1)[C:20]1[C:26]([O:28][C:29](=[O:30])[C:19]2=1)=[O:27], predict the reaction product. The product is: [CH3:10][O:9][C:7]([C:5]1[S:6][C:2]([NH:1][C:29]([C:19]2[CH:18]3[CH2:25][CH2:24][CH:21]([C:20]=2[C:26]([OH:28])=[O:27])[CH2:22][CH2:23]3)=[O:30])=[C:3]([C:12]2[S:13][CH:14]=[C:15]([CH3:17])[N:16]=2)[C:4]=1[CH3:11])=[O:8]. (3) The product is: [NH2:21][C@@H:14]1[CH:15]([C:18]([OH:20])=[O:19])[CH2:16][CH2:17][N:12]([C:8]2[C:7]([F:30])=[C:6]([NH2:5])[N:11]=[CH:10][N:9]=2)[CH2:13]1. Given the reactants CC(O)C.[NH2:5][C:6]1[N:11]=[CH:10][N:9]=[C:8]([N:12]2[CH2:17][CH2:16][CH:15]([C:18]([OH:20])=[O:19])[C@@H:14]([NH:21][C@H](C3C=CC=CC=3)C)[CH2:13]2)[C:7]=1[F:30].O.[F-].[K+].[H][H], predict the reaction product.